This data is from Peptide-MHC class I binding affinity with 185,985 pairs from IEDB/IMGT. The task is: Regression. Given a peptide amino acid sequence and an MHC pseudo amino acid sequence, predict their binding affinity value. This is MHC class I binding data. (1) The peptide sequence is AEMWAQDAAMY. The MHC is HLA-A02:05 with pseudo-sequence HLA-A02:05. The binding affinity (normalized) is 0. (2) The peptide sequence is FLMGFNRDV. The MHC is HLA-A02:06 with pseudo-sequence HLA-A02:06. The binding affinity (normalized) is 1.00. (3) The peptide sequence is LPDTIETLM. The MHC is HLA-B51:01 with pseudo-sequence HLA-B51:01. The binding affinity (normalized) is 0.0892. (4) The peptide sequence is GEGSGARLL. The MHC is HLA-A68:02 with pseudo-sequence HLA-A68:02. The binding affinity (normalized) is 0.0847.